From a dataset of Forward reaction prediction with 1.9M reactions from USPTO patents (1976-2016). Predict the product of the given reaction. (1) Given the reactants [OH:1][C:2]1[N:7]2[NH:8][C:9]([CH3:11])=[CH:10][CH:6]2[N:5]=[C:4]([CH3:12])[C:3]=1[C:13]([O:15]CC)=[O:14].[C:18](=O)([O-])[O-].[K+].[K+].CI.O, predict the reaction product. The product is: [CH3:18][O:1][C:2]1[N:7]2[N:8]=[C:9]([CH3:11])[CH:10]=[C:6]2[N:5]=[C:4]([CH3:12])[C:3]=1[C:13]([OH:15])=[O:14]. (2) Given the reactants Br[C:2]1[C:3]2[N:4]([N:30]=[CH:31][N:32]=2)[CH:5]=[C:6]([C:8]2[CH:9]=[C:10]([CH:27]=[CH:28][CH:29]=2)[C:11]([N:13]2[CH2:19][CH2:18][CH2:17][N:16]([C:20]([O:22][C:23]([CH3:26])([CH3:25])[CH3:24])=[O:21])[CH2:15][CH2:14]2)=[O:12])[CH:7]=1.[CH3:33][O:34][C:35]1[CH:36]=[CH:37][C:38]([NH2:43])=[N:39][C:40]=1[O:41][CH3:42].CC(C1C=C(C(C)C)C(C2C=CC=CC=2P(C2CCCCC2)C2CCCCC2)=C(C(C)C)C=1)C.C([O-])([O-])=O.[Cs+].[Cs+], predict the reaction product. The product is: [CH3:33][O:34][C:35]1[CH:36]=[CH:37][C:38]([NH:43][C:2]2[C:3]3[N:4]([N:30]=[CH:31][N:32]=3)[CH:5]=[C:6]([C:8]3[CH:9]=[C:10]([CH:27]=[CH:28][CH:29]=3)[C:11]([N:13]3[CH2:19][CH2:18][CH2:17][N:16]([C:20]([O:22][C:23]([CH3:26])([CH3:25])[CH3:24])=[O:21])[CH2:15][CH2:14]3)=[O:12])[CH:7]=2)=[N:39][C:40]=1[O:41][CH3:42]. (3) The product is: [C:25]([O:29][C:30]([N:32]1[CH2:37][CH2:36][CH:35]([C:38]([N:14]2[CH2:13][C@@H:12]([N:10]([C:9]([O:8][C:5]3[CH:6]=[CH:7][C:2]([F:1])=[CH:3][CH:4]=3)=[O:24])[CH3:11])[C@H:16]([C:17]3[CH:22]=[CH:21][C:20]([Cl:23])=[CH:19][CH:18]=3)[CH2:15]2)=[O:39])[CH2:34][CH2:33]1)=[O:31])([CH3:28])([CH3:27])[CH3:26]. Given the reactants [F:1][C:2]1[CH:7]=[CH:6][C:5]([O:8][C:9](=[O:24])[N:10]([C@H:12]2[C@H:16]([C:17]3[CH:22]=[CH:21][C:20]([Cl:23])=[CH:19][CH:18]=3)[CH2:15][NH:14][CH2:13]2)[CH3:11])=[CH:4][CH:3]=1.[C:25]([O:29][C:30]([N:32]1[CH2:37][CH2:36][CH:35]([C:38](O)=[O:39])[CH2:34][CH2:33]1)=[O:31])([CH3:28])([CH3:27])[CH3:26], predict the reaction product.